From a dataset of Full USPTO retrosynthesis dataset with 1.9M reactions from patents (1976-2016). Predict the reactants needed to synthesize the given product. (1) Given the product [NH:2]=[C:1]([C:3]1[CH:8]=[CH:7][CH:6]=[C:5]([NH:9][C:10]([NH:11][C:12]2[CH:17]=[CH:16][C:15]([S:18](=[O:20])(=[O:19])[NH:21][CH2:22][C:23]3[CH:28]=[CH:27][C:26]([S:29](=[O:32])(=[O:31])[NH2:30])=[CH:25][CH:24]=3)=[CH:14][CH:13]=2)=[O:33])[CH:4]=1)[N:37]1[CH2:36][CH2:35][N:34]([C:40]([O:42][CH2:43][CH2:44][CH3:45])=[O:41])[CH2:39][CH2:38]1, predict the reactants needed to synthesize it. The reactants are: [C:1]([C:3]1[CH:4]=[C:5]([NH:9][C:10](=[O:33])[NH:11][C:12]2[CH:17]=[CH:16][C:15]([S:18]([NH:21][CH2:22][C:23]3[CH:28]=[CH:27][C:26]([S:29](=[O:32])(=[O:31])[NH2:30])=[CH:25][CH:24]=3)(=[O:20])=[O:19])=[CH:14][CH:13]=2)[CH:6]=[CH:7][CH:8]=1)#[N:2].[N:34]1([C:40]([O:42][CH2:43][CH2:44][CH3:45])=[O:41])[CH2:39][CH2:38][NH:37][CH2:36][CH2:35]1. (2) The reactants are: Cl[C:2]1[N:3]=[CH:4][C:5]2[N:11]([CH3:12])[C:10](=[O:13])[CH:9]([CH3:14])[CH2:8][N:7]([CH:15]3[CH2:19][CH2:18][CH2:17][CH2:16]3)[C:6]=2[N:20]=1.[NH2:21][C:22]1[CH:30]=[CH:29][C:25]([C:26]([OH:28])=[O:27])=[CH:24][C:23]=1[O:31][CH3:32].C(O)C. Given the product [CH:15]1([N:7]2[CH2:8][CH:9]([CH3:14])[C:10](=[O:13])[N:11]([CH3:12])[C:5]3[CH:4]=[N:3][C:2]([NH:21][C:22]4[CH:30]=[CH:29][C:25]([C:26]([OH:28])=[O:27])=[CH:24][C:23]=4[O:31][CH3:32])=[N:20][C:6]2=3)[CH2:19][CH2:18][CH2:17][CH2:16]1, predict the reactants needed to synthesize it. (3) Given the product [CH:10]1([C@H:14]([NH:16][C:17]2[N:25]=[C:24]([C:26](=[N:2][OH:3])[NH2:27])[N:23]=[C:22]3[C:18]=2[N:19]([CH2:38][C@H:39]2[CH2:44][CH2:43][C@H:42]([CH3:45])[CH2:41][CH2:40]2)[C:20]([N:28]2[CH2:33][CH2:32][CH2:31][CH2:30][CH:29]2[CH2:34][CH:35]([CH3:36])[CH3:37])=[N:21]3)[CH3:15])[CH2:11][CH2:12][CH2:13]1, predict the reactants needed to synthesize it. The reactants are: Cl.[NH2:2][OH:3].O.C([O-])(O)=O.[Na+].[CH:10]1([C@H:14]([NH:16][C:17]2[N:25]=[C:24]([C:26]#[N:27])[N:23]=[C:22]3[C:18]=2[N:19]([CH2:38][C@H:39]2[CH2:44][CH2:43][C@H:42]([CH3:45])[CH2:41][CH2:40]2)[C:20]([N:28]2[CH2:33][CH2:32][CH2:31][CH2:30][CH:29]2[CH2:34][CH:35]([CH3:37])[CH3:36])=[N:21]3)[CH3:15])[CH2:13][CH2:12][CH2:11]1. (4) Given the product [CH2:1]([O:3][C:4]([C@H:5]1[C@H:6]([C:7]2[CH:8]=[N:9][C:10]([C:13]([F:14])([F:15])[F:16])=[CH:11][CH:12]=2)[C@H:19]1[C:20]1[CH:25]=[CH:24][CH:23]=[CH:22][CH:21]=1)=[O:17])[CH3:2], predict the reactants needed to synthesize it. The reactants are: [CH2:1]([O:3][C:4](=[O:17])/[CH:5]=[CH:6]/[C:7]1[CH:8]=[N:9][C:10]([C:13]([F:16])([F:15])[F:14])=[CH:11][CH:12]=1)[CH3:2].[Br-].[CH2:19]([S+]1CCCC1)[C:20]1[CH:25]=[CH:24][CH:23]=[CH:22][CH:21]=1.[SH3+].C1OCCOCCOCCOC1.[Li+].C[Si]([N-][Si](C)(C)C)(C)C. (5) Given the product [NH2:10][C:3]1[CH:4]=[C:5]([CH:8]=[CH:9][C:2]=1[F:1])[C:6]#[N:7], predict the reactants needed to synthesize it. The reactants are: [F:1][C:2]1[CH:9]=[CH:8][C:5]([C:6]#[N:7])=[CH:4][C:3]=1[N+:10]([O-])=O.[Cl-].[NH4+].C(O)C.O. (6) Given the product [Cl:54][C:55]1[C:60]([C:61]2[CH:66]=[CH:65][CH:64]=[C:63]([CH2:67][CH3:68])[CH:62]=2)=[C:59]([C:69]([C@@H:78]2[CH2:83][CH2:82][CH2:81][N:80]([C:7]([C:6]3[CH:5]=[CH:4][C:3]([CH:1]=[O:2])=[CH:11][CH:10]=3)=[O:9])[CH2:79]2)([OH:84])[CH2:70][CH2:71][CH2:72][NH:73][C:74](=[O:77])[O:75][CH3:76])[CH:58]=[CH:57][CH:56]=1, predict the reactants needed to synthesize it. The reactants are: [CH:1]([C:3]1[CH:11]=[CH:10][C:6]([C:7]([OH:9])=O)=[CH:5][CH:4]=1)=[O:2].C(N(C(C)C)CC)(C)C.C1CN([P+](ON2N=NC3C=CC=CC2=3)(N2CCCC2)N2CCCC2)CC1.F[P-](F)(F)(F)(F)F.[Cl:54][C:55]1[C:60]([C:61]2[CH:66]=[CH:65][CH:64]=[C:63]([CH2:67][CH3:68])[CH:62]=2)=[C:59]([C:69]([OH:84])([C@@H:78]2[CH2:83][CH2:82][CH2:81][NH:80][CH2:79]2)[CH2:70][CH2:71][CH2:72][NH:73][C:74](=[O:77])[O:75][CH3:76])[CH:58]=[CH:57][CH:56]=1. (7) Given the product [CH2:11]1[C:9]2([CH2:12][N:13]([C:16]3[C:17]4[CH:24]=[CH:23][NH:22][C:18]=4[N:19]=[CH:20][N:21]=3)[CH2:14][CH2:15][NH:8]2)[CH2:10]1, predict the reactants needed to synthesize it. The reactants are: C(OC([N:8]1[CH2:15][CH2:14][N:13]([C:16]2[C:17]3[CH:24]=[CH:23][NH:22][C:18]=3[N:19]=[CH:20][N:21]=2)[CH2:12][C:9]21[CH2:11][CH2:10]2)=O)(C)(C)C.Cl. (8) Given the product [CH2:1]([N:9]1[CH:13]=[C:12]([C:14]2[C:22]3[C:17](=[N:18][CH:19]=[C:20]([C:23]4[CH:24]=[CH:25][C:26]([N:29]5[CH2:30][CH2:31][N:32]([CH2:45][C@@H:46]([OH:47])[CH3:48])[CH2:33][CH2:34]5)=[CH:27][CH:28]=4)[CH:21]=3)[N:16]([S:35]([C:38]3[CH:39]=[CH:40][C:41]([CH3:42])=[CH:43][CH:44]=3)(=[O:37])=[O:36])[CH:15]=2)[CH:11]=[N:10]1)[CH2:2][C:3]1[CH:4]=[CH:5][CH:6]=[CH:7][CH:8]=1, predict the reactants needed to synthesize it. The reactants are: [CH2:1]([N:9]1[CH:13]=[C:12]([C:14]2[C:22]3[C:17](=[N:18][CH:19]=[C:20]([C:23]4[CH:28]=[CH:27][C:26]([N:29]5[CH2:34][CH2:33][NH:32][CH2:31][CH2:30]5)=[CH:25][CH:24]=4)[CH:21]=3)[N:16]([S:35]([C:38]3[CH:44]=[CH:43][C:41]([CH3:42])=[CH:40][CH:39]=3)(=[O:37])=[O:36])[CH:15]=2)[CH:11]=[N:10]1)[CH2:2][C:3]1[CH:8]=[CH:7][CH:6]=[CH:5][CH:4]=1.[CH3:45][C@H:46]1[CH2:48][O:47]1.CCN(C(C)C)C(C)C. (9) Given the product [CH2:78]([C:64]1[N:63]([C@@H:59]2[C:6]3[C:1](=[CH:2][C:3]([C:45]4[CH:46]=[CH:47][CH:48]=[CH:49][C:44]=4[C:43]4[N:39]([C:20]([C:27]5[CH:28]=[CH:29][CH:30]=[CH:31][CH:32]=5)([C:33]5[CH:34]=[CH:35][CH:36]=[CH:37][CH:38]=5)[C:21]5[CH:26]=[CH:25][CH:24]=[CH:23][CH:22]=5)[N:40]=[N:41][N:42]=4)=[CH:4][CH:5]=3)[CH2:57][CH2:58]2)[C:67]2=[N:68][C:69]([CH2:73][O:74][CH:75]([CH3:76])[CH3:77])=[CH:70][C:71]([CH3:72])=[C:66]2[N:65]=1)[CH3:79], predict the reactants needed to synthesize it. The reactants are: [CH:1]1[CH:6]=[CH:5][C:4](P([C:1]2[CH:6]=[CH:5][CH:4]=[CH:3][CH:2]=2)[C:1]2[CH:6]=[CH:5][CH:4]=[CH:3][CH:2]=2)=[CH:3][CH:2]=1.[C:20]([N:39]1[C:43]([C:44]2[CH:49]=[CH:48][CH:47]=[CH:46][C:45]=2B(O)O)=[N:42][N:41]=[N:40]1)([C:33]1[CH:38]=[CH:37][CH:36]=[CH:35][CH:34]=1)([C:27]1[CH:32]=[CH:31][CH:30]=[CH:29][CH:28]=1)[C:21]1[CH:26]=[CH:25][CH:24]=[CH:23][CH:22]=1.BrC1C=C2C(=CC=1)[C@@H:59]([N:63]1[C:67]3=[N:68][C:69]([CH2:73][O:74][CH:75]([CH3:77])[CH3:76])=[CH:70][C:71]([CH3:72])=[C:66]3[N:65]=[C:64]1[CH2:78][CH3:79])[CH2:58][CH2:57]2.C([O-])([O-])=O.[K+].[K+].